Dataset: Full USPTO retrosynthesis dataset with 1.9M reactions from patents (1976-2016). Task: Predict the reactants needed to synthesize the given product. (1) Given the product [CH3:31][CH:25]([CH2:24][C:21]1[CH:20]=[CH:19][C:18]([C:14]2[CH:15]=[CH:16][CH:17]=[C:12]([CH2:11][N:9]([CH3:10])[C:1]([C:2]3[CH:7]=[CH:6][CH:5]=[CH:4][CH:3]=3)=[O:8])[CH:13]=2)=[CH:23][CH:22]=1)[C:26]([OH:28])=[O:27], predict the reactants needed to synthesize it. The reactants are: [C:1]([N:9]([CH2:11][C:12]1[CH:13]=[C:14]([C:18]2[CH:23]=[CH:22][C:21]([CH2:24][CH:25]([CH3:31])[C:26]([O:28]CC)=[O:27])=[CH:20][CH:19]=2)[CH:15]=[CH:16][CH:17]=1)[CH3:10])(=[O:8])[C:2]1[CH:7]=[CH:6][CH:5]=[CH:4][CH:3]=1.[OH-].[Na+].C1COCC1.Cl. (2) The reactants are: [N+:1]([C:4]1[CH:15]=[CH:14][C:7]2[S:8][C:9](C(O)=O)=[CH:10][C:6]=2[CH:5]=1)([O-:3])=[O:2].N1C2C(=CC=CC=2)N=CC=1.Cl. Given the product [N+:1]([C:4]1[CH:15]=[CH:14][C:7]2[S:8][CH:9]=[CH:10][C:6]=2[CH:5]=1)([O-:3])=[O:2], predict the reactants needed to synthesize it. (3) Given the product [CH3:1][O:2][C:3]([N:5]1[CH2:10][CH2:9][C@H:8]([C:11]([OH:13])=[O:12])[CH2:7][C@@H:6]1[CH2:14][C:15]1[CH:16]=[CH:17][C:18]([C:21]([F:24])([F:23])[F:22])=[CH:19][CH:20]=1)=[O:4], predict the reactants needed to synthesize it. The reactants are: [CH3:1][O:2][C:3]([N:5]1[CH2:10][CH2:9][CH:8]([C:11]([OH:13])=[O:12])[CH2:7][CH:6]1[CH2:14][C:15]1[CH:20]=[CH:19][C:18]([C:21]([F:24])([F:23])[F:22])=[CH:17][CH:16]=1)=[O:4]. (4) Given the product [N:15]1([C:9]2[O:10][C:6]3[CH:5]=[CH:4][C:3]([C:2]([F:14])([F:13])[F:1])=[CH:12][C:7]=3[N:8]=2)[CH2:21][CH2:20][CH2:19][NH:18][CH2:17][CH2:16]1, predict the reactants needed to synthesize it. The reactants are: [F:1][C:2]([F:14])([F:13])[C:3]1[CH:4]=[CH:5][C:6]2[O:10][C:9](S)=[N:8][C:7]=2[CH:12]=1.[NH:15]1[CH2:21][CH2:20][CH2:19][NH:18][CH2:17][CH2:16]1. (5) Given the product [Br:12][CH2:13][CH2:14][CH2:15][CH2:16][O:9][C:4]1[CH:5]=[CH:6][CH:7]=[CH:8][C:3]=1[CH2:1][CH3:2], predict the reactants needed to synthesize it. The reactants are: [CH2:1]([C:3]1[CH:8]=[CH:7][CH:6]=[CH:5][C:4]=1[OH:9])[CH3:2].[OH-].[Na+].[Br:12][CH2:13][CH2:14][CH2:15][CH2:16]Br. (6) Given the product [C:26]([C:25]1[CH:28]=[CH:29][CH:30]=[CH:31][C:24]=1[CH2:23][O:21][CH:9]1[CH:8]([C:5]2[CH:4]=[CH:3][C:2]([F:1])=[CH:7][CH:6]=2)[CH2:13][CH2:12][N:11]([C:14]([O:16][C:17]([CH3:18])([CH3:20])[CH3:19])=[O:15])[CH2:10]1)#[N:27], predict the reactants needed to synthesize it. The reactants are: [F:1][C:2]1[CH:7]=[CH:6][C:5]([CH:8]2[CH2:13][CH2:12][N:11]([C:14]([O:16][C:17]([CH3:20])([CH3:19])[CH3:18])=[O:15])[CH2:10][CH:9]2[OH:21])=[CH:4][CH:3]=1.Br[CH2:23][C:24]1[CH:31]=[CH:30][CH:29]=[CH:28][C:25]=1[C:26]#[N:27]. (7) The reactants are: [CH:1]([C@H:14]1[N:19]2[CH2:20][CH2:21][N:22]([C:24]([C:26]3[CH:31]=[N:30][CH:29]=[CH:28][N:27]=3)=[O:25])[CH2:23][C@H:18]2[CH2:17][N:16](C(OC(C)(C)C)=O)[CH2:15]1)([C:8]1[CH:13]=[CH:12][CH:11]=[CH:10][CH:9]=1)[C:2]1[CH:7]=[CH:6][CH:5]=[CH:4][CH:3]=1.Cl. Given the product [CH:1]([C@H:14]1[N:19]2[CH2:20][CH2:21][N:22]([C:24]([C:26]3[CH:31]=[N:30][CH:29]=[CH:28][N:27]=3)=[O:25])[CH2:23][C@H:18]2[CH2:17][NH:16][CH2:15]1)([C:2]1[CH:7]=[CH:6][CH:5]=[CH:4][CH:3]=1)[C:8]1[CH:9]=[CH:10][CH:11]=[CH:12][CH:13]=1, predict the reactants needed to synthesize it. (8) Given the product [ClH:4].[ClH:1].[ClH:4].[CH3:34][O:35][C:13]1[CH:12]=[C:11]2[C:6]([CH:7]=[C:8]([C:16]3[C:17]([NH2:33])=[N:18][CH:19]=[C:20]([C:22]4[CH:23]=[N:24][N:25]([CH:27]5[CH2:32][CH2:31][NH:30][CH2:29][CH2:28]5)[CH:26]=4)[CH:21]=3)[N:9]=[CH:10]2)=[CH:5][CH:14]=1, predict the reactants needed to synthesize it. The reactants are: [ClH:1].Cl.Cl.[Cl:4][C:5]1[CH:14]=[CH:13][C:12](Cl)=[C:11]2[C:6]=1[CH:7]=[C:8]([C:16]1[C:17]([NH2:33])=[N:18][CH:19]=[C:20]([C:22]3[CH:23]=[N:24][N:25]([CH:27]4[CH2:32][CH2:31][NH:30][CH2:29][CH2:28]4)[CH:26]=3)[CH:21]=1)[N:9]=[CH:10]2.[CH3:34][O:35]C1C=C2C(C=C(OS(C(F)(F)F)(=O)=O)N=C2)=CC=1. (9) Given the product [F:1][C:2]1[CH:3]=[CH:4][C:5]([C:12]2[NH:16][N:15]=[CH:14][CH:13]=2)=[C:6]([CH:11]=1)[C:7]([OH:9])=[O:8], predict the reactants needed to synthesize it. The reactants are: [F:1][C:2]1[CH:3]=[CH:4][C:5]([C:12]2[NH:16][N:15]=[CH:14][CH:13]=2)=[C:6]([CH:11]=1)[C:7]([O:9]C)=[O:8].[Li+].[OH-]. (10) Given the product [F:30][C:14]1[CH:13]=[C:12]([N:11]2[CH2:38][C@H:37]([CH2:36][OH:40])[O:8][C:9]2=[O:10])[CH:17]=[CH:16][C:15]=1[N:18]1[CH2:19][CH:20]2[CH2:29][C:24]3([CH2:23][CH:21]2[CH2:22]1)[O:25][CH2:26][CH2:27][O:28]3, predict the reactants needed to synthesize it. The reactants are: C([O:8][C:9]([NH:11][C:12]1[CH:17]=[CH:16][C:15]([N:18]2[CH2:22][CH:21]3[CH2:23][C:24]4([CH2:29][CH:20]3[CH2:19]2)[O:28][CH2:27][CH2:26][O:25]4)=[C:14]([F:30])[CH:13]=1)=[O:10])C1C=CC=CC=1.C([Li])CCC.[C:36](OC[C@@H]1OC1)(=[O:40])[CH2:37][CH2:38]C.